Dataset: Full USPTO retrosynthesis dataset with 1.9M reactions from patents (1976-2016). Task: Predict the reactants needed to synthesize the given product. (1) The reactants are: [F:1][C:2]([F:42])([F:41])[C@H:3]([N:28]1[CH2:32][CH2:31][C@H:30]([NH:33][C:34](=[O:40])[O:35][C:36]([CH3:39])([CH3:38])[CH3:37])[CH2:29]1)[C:4]1[CH:5]=[N:6][C:7]([NH:10]/[N:11]=[CH:12]/[C:13]2[CH:22]=[CH:21][C:20]3[C:15](=[C:16]([O:24][CH:25]([CH3:27])[CH3:26])[CH:17]=[C:18]([F:23])[CH:19]=3)[N:14]=2)=[CH:8][CH:9]=1.C(O)(=O)C.C(O)(=O)C.I(C1C=CC=CC=1)=O. Given the product [F:42][C:2]([F:1])([F:41])[C@H:3]([N:28]1[CH2:32][CH2:31][C@H:30]([NH:33][C:34](=[O:40])[O:35][C:36]([CH3:37])([CH3:39])[CH3:38])[CH2:29]1)[C:4]1[CH:9]=[CH:8][C:7]2[N:6]([C:12]([C:13]3[CH:22]=[CH:21][C:20]4[C:15](=[C:16]([O:24][CH:25]([CH3:27])[CH3:26])[CH:17]=[C:18]([F:23])[CH:19]=4)[N:14]=3)=[N:11][N:10]=2)[CH:5]=1, predict the reactants needed to synthesize it. (2) Given the product [OH:43][CH2:39][CH2:40][C:41]#[C:42][C:20]1[CH:19]=[CH:18][C:17]([C:14]23[CH2:13][C:12]4([C:25]5[CH:30]=[CH:29][C:28]([I:31])=[CH:27][CH:26]=5)[CH2:24][C:8]([C:5]5[CH:6]=[CH:7][C:2]([I:1])=[CH:3][CH:4]=5)([CH2:9][C:10]([C:32]5[CH:37]=[CH:36][C:35]([I:38])=[CH:34][CH:33]=5)([CH2:11]4)[CH2:16]2)[CH2:15]3)=[CH:22][CH:21]=1, predict the reactants needed to synthesize it. The reactants are: [I:1][C:2]1[CH:7]=[CH:6][C:5]([C:8]23[CH2:24][C:12]4([C:25]5[CH:30]=[CH:29][C:28]([I:31])=[CH:27][CH:26]=5)[CH2:13][C:14]([C:17]5[CH:22]=[CH:21][C:20](I)=[CH:19][CH:18]=5)([CH2:16][C:10]([C:32]5[CH:37]=[CH:36][C:35]([I:38])=[CH:34][CH:33]=5)([CH2:11]4)[CH2:9]2)[CH2:15]3)=[CH:4][CH:3]=1.[CH2:39]([OH:43])[CH2:40][C:41]#[CH:42].C(N(CC)CC)C.O. (3) Given the product [CH3:1][O:2][C:3]1[CH:4]=[CH:5][C:6]([CH2:7][CH2:8][N:9]([S:27]([C:23]2[CH:24]=[CH:25][C:26]([C:31]#[N:33])=[CH:21][CH:22]=2)(=[O:29])=[O:28])[CH2:10][CH2:11][C:12]([O:14][CH3:15])=[O:13])=[CH:16][CH:17]=1, predict the reactants needed to synthesize it. The reactants are: [CH3:1][O:2][C:3]1[CH:17]=[CH:16][C:6]([CH2:7][CH2:8][NH:9][CH2:10][CH2:11][C:12]([O:14][CH3:15])=[O:13])=[CH:5][CH:4]=1.[N+]([C:21]1[CH:22]=[C:23]([S:27](Cl)(=[O:29])=[O:28])[CH:24]=[CH:25][CH:26]=1)([O-])=O.[CH2:31]([N:33](CC)CC)C. (4) Given the product [OH-:4].[NH4+:5].[C:21]([C:18]1[CH:19]=[CH:20][C:15]([CH2:14][N:5]([CH2:6][CH2:7][CH:8]2[CH2:13][CH2:12][CH2:11][CH2:10][CH2:9]2)[C:3](=[O:4])[CH2:2][N:33]2[CH:37]=[CH:36][N:35]=[CH:34]2)=[CH:16][C:17]=1[C:23]1[C:32]2[C:27](=[CH:28][CH:29]=[CH:30][CH:31]=2)[CH:26]=[CH:25][CH:24]=1)#[N:22], predict the reactants needed to synthesize it. The reactants are: Cl[CH2:2][C:3]([N:5]([CH2:14][C:15]1[CH:20]=[CH:19][C:18]([C:21]#[N:22])=[C:17]([C:23]2[C:32]3[C:27](=[CH:28][CH:29]=[CH:30][CH:31]=3)[CH:26]=[CH:25][CH:24]=2)[CH:16]=1)[CH2:6][CH2:7][CH:8]1[CH2:13][CH2:12][CH2:11][CH2:10][CH2:9]1)=[O:4].[NH:33]1[CH:37]=[CH:36][N:35]=[CH:34]1.C([O-])(O)=O.[Na+]. (5) Given the product [Cl:25][C:26]1[CH:27]=[C:28]([CH:32]=[CH:33][CH:34]=1)[C:29]([CH:13]1[CH2:12][C:11]2[CH:10]=[C:9]([C:17]3[CH:18]=[CH:19][C:20]([O:23][CH3:24])=[CH:21][CH:22]=3)[N:8]([C:3]3[CH:4]=[CH:5][CH:6]=[CH:7][C:2]=3[Cl:1])[C:16]=2[NH:15][CH2:14]1)=[O:30], predict the reactants needed to synthesize it. The reactants are: [Cl:1][C:2]1[CH:7]=[CH:6][CH:5]=[CH:4][C:3]=1[N:8]1[C:16]2[NH:15][CH2:14][CH2:13][CH2:12][C:11]=2[CH:10]=[C:9]1[C:17]1[CH:22]=[CH:21][C:20]([O:23][CH3:24])=[CH:19][CH:18]=1.[Cl:25][C:26]1[CH:27]=[C:28]([CH:32]=[CH:33][CH:34]=1)[C:29](Cl)=[O:30].